This data is from Forward reaction prediction with 1.9M reactions from USPTO patents (1976-2016). The task is: Predict the product of the given reaction. (1) Given the reactants Br[C:2]1[C:3]([O:22][CH2:23][C:24]([F:27])([F:26])[F:25])=[N:4][C:5]([C:18]([F:21])([F:20])[F:19])=[C:6]([CH:17]=1)[C:7]([NH:9][C@@H:10]1[CH2:15][CH2:14][CH2:13][CH2:12][C@H:11]1[OH:16])=[O:8].[CH3:28][S:29]([NH:32][C:33]1[CH:38]=[CH:37][C:36](B(O)O)=[CH:35][CH:34]=1)(=[O:31])=[O:30], predict the reaction product. The product is: [OH:16][C@@H:11]1[CH2:12][CH2:13][CH2:14][CH2:15][C@H:10]1[NH:9][C:7](=[O:8])[C:6]1[CH:17]=[C:2]([C:36]2[CH:35]=[CH:34][C:33]([NH:32][S:29]([CH3:28])(=[O:30])=[O:31])=[CH:38][CH:37]=2)[C:3]([O:22][CH2:23][C:24]([F:27])([F:26])[F:25])=[N:4][C:5]=1[C:18]([F:21])([F:20])[F:19]. (2) Given the reactants [C:1]1([OH:7])[CH:6]=[CH:5][CH:4]=[CH:3][CH:2]=1.[H-].[Na+].[CH2:10]([O:17][C:18]1[CH:27]=[C:26]2[C:21]([C:22](Cl)=[N:23][CH:24]=[N:25]2)=[CH:20][C:19]=1[O:29][CH3:30])[C:11]1[CH:16]=[CH:15][CH:14]=[CH:13][CH:12]=1.O, predict the reaction product. The product is: [CH2:10]([O:17][C:18]1[CH:27]=[C:26]2[C:21]([C:22]([O:7][C:1]3[CH:6]=[CH:5][CH:4]=[CH:3][CH:2]=3)=[N:23][CH:24]=[N:25]2)=[CH:20][C:19]=1[O:29][CH3:30])[C:11]1[CH:16]=[CH:15][CH:14]=[CH:13][CH:12]=1. (3) Given the reactants [OH-].[Li+].C([O:5][C:6]([CH:8]1[CH2:13][CH2:12][CH:11]([O:14][C:15]2[CH:20]=[CH:19][C:18]([NH:21][C:22]([C:24]3[O:25][C:26]([NH:29][C:30]4[CH:35]=[C:34]([F:36])[C:33]([F:37])=[CH:32][C:31]=4[F:38])=[N:27][N:28]=3)=[O:23])=[C:17]([F:39])[CH:16]=2)[CH2:10][CH2:9]1)=[O:7])C.C1COCC1.CO, predict the reaction product. The product is: [F:39][C:17]1[CH:16]=[C:15]([CH:20]=[CH:19][C:18]=1[NH:21][C:22]([C:24]1[O:25][C:26]([NH:29][C:30]2[CH:35]=[C:34]([F:36])[C:33]([F:37])=[CH:32][C:31]=2[F:38])=[N:27][N:28]=1)=[O:23])[O:14][C@@H:11]1[CH2:10][CH2:9][C@H:8]([C:6]([OH:7])=[O:5])[CH2:13][CH2:12]1. (4) Given the reactants [Br:1][C:2]1[CH:3]=[C:4]([OH:8])[CH:5]=[CH:6][CH:7]=1.Br[CH:10]1[CH2:14][CH2:13][CH2:12][CH2:11]1.C([O-])([O-])=O.[K+].[K+], predict the reaction product. The product is: [Br:1][C:2]1[CH:7]=[CH:6][CH:5]=[C:4]([O:8][CH:10]2[CH2:14][CH2:13][CH2:12][CH2:11]2)[CH:3]=1. (5) Given the reactants [F:1][C:2]([F:28])([F:27])[C:3]1[CH:8]=[CH:7][C:6]([C:9]2[C:10]([C:15]([NH:17][C:18]3[CH:19]=[C:20]([C:24](O)=[O:25])[N:21]([CH3:23])[CH:22]=3)=[O:16])=[CH:11][CH:12]=[CH:13][CH:14]=2)=[CH:5][CH:4]=1.[CH3:29][C:30]1[CH:37]=[CH:36][CH:35]=[CH:34][C:31]=1[CH2:32][NH2:33].CN(C(ON1N=NC2C=CC=CC1=2)=[N+](C)C)C.[B-](F)(F)(F)F.C(N(CC)CC)C, predict the reaction product. The product is: [CH3:29][C:30]1[CH:37]=[CH:36][CH:35]=[CH:34][C:31]=1[CH2:32][NH:33][C:24]([C:20]1[N:21]([CH3:23])[CH:22]=[C:18]([NH:17][C:15]([C:10]2[C:9]([C:6]3[CH:7]=[CH:8][C:3]([C:2]([F:28])([F:1])[F:27])=[CH:4][CH:5]=3)=[CH:14][CH:13]=[CH:12][CH:11]=2)=[O:16])[CH:19]=1)=[O:25]. (6) The product is: [N+:1]([C:4]1[CH:12]=[CH:11][C:7]([C:8]([O:24][C@@H:20]2[C:16]3[N:17]=[CH:18][N:19]=[C:14]([Cl:13])[C:15]=3[C@H:22]([CH3:23])[CH2:21]2)=[O:9])=[CH:6][CH:5]=1)([O-:3])=[O:2].[N+:1]([C:4]1[CH:12]=[CH:11][C:7]([C:8]([O:24][C@H:20]2[C:16]3[N:17]=[CH:18][N:19]=[C:14]([Cl:13])[C:15]=3[C@H:22]([CH3:23])[CH2:21]2)=[O:9])=[CH:6][CH:5]=1)([O-:3])=[O:2]. Given the reactants [N+:1]([C:4]1[CH:12]=[CH:11][C:7]([C:8](Cl)=[O:9])=[CH:6][CH:5]=1)([O-:3])=[O:2].[Cl:13][C:14]1[C:15]2[C@H:22]([CH3:23])[CH2:21][CH:20]([OH:24])[C:16]=2[N:17]=[CH:18][N:19]=1.CCN(CC)CC, predict the reaction product. (7) Given the reactants Cl[CH2:2][C:3]1[CH:8]=[CH:7][C:6]([C@H:9]([NH:11][C:12](=[O:14])[CH3:13])[CH3:10])=[CH:5][CH:4]=1.[F:15][C:16]1[N:21]=[C:20]([N:22]2[CH2:27][CH2:26][NH:25][CH2:24][CH2:23]2)[CH:19]=[CH:18][CH:17]=1, predict the reaction product. The product is: [F:15][C:16]1[N:21]=[C:20]([N:22]2[CH2:27][CH2:26][N:25]([CH2:2][C:3]3[CH:8]=[CH:7][C:6]([C@H:9]([NH:11][C:12](=[O:14])[CH3:13])[CH3:10])=[CH:5][CH:4]=3)[CH2:24][CH2:23]2)[CH:19]=[CH:18][CH:17]=1. (8) Given the reactants C1(S([N:10]2[C:14]3=[N:15][CH:16]=[C:17]([F:19])[CH:18]=[C:13]3[CH:12]=[C:11]2[C:20]([C:27]2[CH:32]=[CH:31][C:30]([S:33]([CH3:36])(=[O:35])=[O:34])=[CH:29][CH:28]=2)=[CH:21][CH:22]2[CH2:26][CH2:25][CH2:24][CH2:23]2)(=O)=O)C=CC=CC=1.[F-].C([N+](CCCC)(CCCC)CCCC)CCC.O1CCCC1, predict the reaction product. The product is: [CH:22]1(/[CH:21]=[C:20](/[C:11]2[NH:10][C:14]3=[N:15][CH:16]=[C:17]([F:19])[CH:18]=[C:13]3[CH:12]=2)\[C:27]2[CH:32]=[CH:31][C:30]([S:33]([CH3:36])(=[O:35])=[O:34])=[CH:29][CH:28]=2)[CH2:26][CH2:25][CH2:24][CH2:23]1. (9) Given the reactants [Cl:1][C:2]1[N:3]=[C:4]([N:23]2[CH:27]=[CH:26][CH:25]=[N:24]2)[C:5](=[O:22])[N:6]([CH2:17][CH:18]([CH3:21])[CH2:19][CH3:20])[C:7]=1[C:8]1[C:13]([F:14])=[CH:12][C:11]([OH:15])=[CH:10][C:9]=1[F:16].C(=O)([O-])[O-].[Cs+].[Cs+].Cl.Cl[CH2:36][CH2:37][N:38]([CH3:40])[CH3:39], predict the reaction product. The product is: [Cl:1][C:2]1[N:3]=[C:4]([N:23]2[CH:27]=[CH:26][CH:25]=[N:24]2)[C:5](=[O:22])[N:6]([CH2:17][CH:18]([CH3:21])[CH2:19][CH3:20])[C:7]=1[C:8]1[C:9]([F:16])=[CH:10][C:11]([O:15][CH2:36][CH2:37][N:38]([CH3:40])[CH3:39])=[CH:12][C:13]=1[F:14].